From a dataset of Reaction yield outcomes from USPTO patents with 853,638 reactions. Predict the reaction yield, written as a fraction of the theoretical maximum amount of product (1.0 means a 100% yield; for example, 0.34 means a 34% yield). (1) The reactants are N(C(OC(C)C)=O)=NC(OC(C)C)=O.[Br:15][C:16]1[CH:21]=[C:20]([CH2:22][CH:23](O)[CH3:24])[C:19]([OH:26])=[C:18]([Cl:27])[CH:17]=1.C1(P(C2C=CC=CC=2)C2C=CC=CC=2)C=CC=CC=1. The catalyst is C1COCC1. The product is [Br:15][C:16]1[CH:17]=[C:18]([Cl:27])[C:19]2[O:26][CH:23]([CH3:24])[CH2:22][C:20]=2[CH:21]=1. The yield is 0.930. (2) The yield is 0.450. The reactants are C(O)(=O)C.[CH2:5]([O:7][C:8]1[N:13]=[C:12]([CH:14]=O)[CH:11]=[CH:10][CH:9]=1)[CH3:6].[CH2:16]([O:18][C:19]([C:21]1[NH:22][CH:23]=[CH:24][C:25]=1[NH2:26])=[O:20])[CH3:17].[BH3-]C#N.[Na+]. The catalyst is C(O)C. The product is [CH2:16]([O:18][C:19]([C:21]1[NH:22][CH:23]=[CH:24][C:25]=1[NH:26][CH2:14][C:12]1[CH:11]=[CH:10][CH:9]=[C:8]([O:7][CH2:5][CH3:6])[N:13]=1)=[O:20])[CH3:17].